From a dataset of NCI-60 drug combinations with 297,098 pairs across 59 cell lines. Regression. Given two drug SMILES strings and cell line genomic features, predict the synergy score measuring deviation from expected non-interaction effect. Drug 1: CS(=O)(=O)CCNCC1=CC=C(O1)C2=CC3=C(C=C2)N=CN=C3NC4=CC(=C(C=C4)OCC5=CC(=CC=C5)F)Cl. Drug 2: C1=CN(C=N1)CC(O)(P(=O)(O)O)P(=O)(O)O. Cell line: SN12C. Synergy scores: CSS=4.30, Synergy_ZIP=-2.21, Synergy_Bliss=0.351, Synergy_Loewe=-1.84, Synergy_HSA=-1.21.